Dataset: M1 muscarinic receptor antagonist screen with 61,756 compounds. Task: Binary Classification. Given a drug SMILES string, predict its activity (active/inactive) in a high-throughput screening assay against a specified biological target. The result is 0 (inactive). The compound is Clc1cc(NC(=O)Cn2c(=O)c3c(n(nc3)c3cc(c(cc3)C)C)nc2)ccc1.